The task is: Predict the reactants needed to synthesize the given product.. This data is from Full USPTO retrosynthesis dataset with 1.9M reactions from patents (1976-2016). (1) Given the product [Cl:1][C:2]1[CH:3]=[N:4][C:5]([N:23]2[CH2:27][CH2:26][CH:25]([O:28][C:29]3[CH:30]=[CH:31][C:32]([C:35]([F:36])([F:38])[F:37])=[CH:33][CH:34]=3)[CH2:24]2)=[C:6]([CH:22]=1)[C:7]([NH:9][C@H:10]([C:12]1[CH:21]=[CH:20][C:15]([C:16]([OH:18])=[O:17])=[CH:14][CH:13]=1)[CH3:11])=[O:8], predict the reactants needed to synthesize it. The reactants are: [Cl:1][C:2]1[CH:3]=[N:4][C:5]([N:23]2[CH2:27][CH2:26][CH:25]([O:28][C:29]3[CH:34]=[CH:33][C:32]([C:35]([F:38])([F:37])[F:36])=[CH:31][CH:30]=3)[CH2:24]2)=[C:6]([CH:22]=1)[C:7]([NH:9][C@H:10]([C:12]1[CH:21]=[CH:20][C:15]([C:16]([O:18]C)=[O:17])=[CH:14][CH:13]=1)[CH3:11])=[O:8].O. (2) Given the product [F:1][C:2]1[CH:3]=[C:4]([S:8]([C:11]2[CH:12]=[C:13]3[C:18](=[CH:19][CH:20]=2)[C@H:17]([CH2:21][NH:22][C:25]([NH:24][CH3:23])=[O:26])[CH2:16][CH2:15][CH2:14]3)(=[O:10])=[O:9])[CH:5]=[CH:6][CH:7]=1, predict the reactants needed to synthesize it. The reactants are: [F:1][C:2]1[CH:3]=[C:4]([S:8]([C:11]2[CH:12]=[C:13]3[C:18](=[CH:19][CH:20]=2)[CH:17]([CH2:21][NH2:22])[CH2:16][CH2:15][CH2:14]3)(=[O:10])=[O:9])[CH:5]=[CH:6][CH:7]=1.[CH3:23][N:24]=[C:25]=[O:26]. (3) Given the product [N:20]1[C:21]2[C:22](=[N:23][CH:24]=[CH:25][CH:26]=2)[NH:27][C:19]=1[C:11]1[CH:10]=[C:9]([OH:8])[CH:14]=[C:13]([O:15][CH:16]([CH3:17])[CH3:18])[CH:12]=1, predict the reactants needed to synthesize it. The reactants are: C([O:8][C:9]1[CH:10]=[C:11]([C:19]2[NH:27][C:22]3=[N:23][CH:24]=[CH:25][CH:26]=[C:21]3[N:20]=2)[CH:12]=[C:13]([O:15][CH:16]([CH3:18])[CH3:17])[CH:14]=1)C1C=CC=CC=1.[H][H].CN(C=O)C. (4) Given the product [C:1]1([N:7]2[CH:12]=[CH:11][C:10]([CH2:13][CH2:14][CH2:15][CH2:16][C:17]3[N:18]=[N:19][NH:20][CH:21]=3)=[C:9]([OH:22])[C:8]2=[O:30])[CH:2]=[CH:3][CH:4]=[CH:5][CH:6]=1, predict the reactants needed to synthesize it. The reactants are: [C:1]1([N:7]2[CH:12]=[CH:11][C:10]([CH2:13][CH2:14][CH2:15][CH2:16][C:17]3[N:18]=[N:19][NH:20][CH:21]=3)=[C:9]([O:22]CC3C=CC=CC=3)[C:8]2=[O:30])[CH:6]=[CH:5][CH:4]=[CH:3][CH:2]=1.C1(N2C=CC(CCCC3N=NNC=3)=C(O)C2=O)C=CC=CC=1. (5) Given the product [CH2:25]([O:24][C:18]1[C:19]([Cl:23])=[CH:20][CH:21]=[CH:22][C:17]=1[C:16]([NH:15][C:6]1([C:4]([OH:5])=[O:3])[CH2:14][C:13]2[C:8](=[CH:9][CH:10]=[CH:11][CH:12]=2)[CH2:7]1)=[O:28])[CH:26]=[CH2:27], predict the reactants needed to synthesize it. The reactants are: C([O:3][C:4]([C:6]1([NH:15][C:16](=[O:28])[C:17]2[CH:22]=[CH:21][CH:20]=[C:19]([Cl:23])[C:18]=2[O:24][CH2:25][CH:26]=[CH2:27])[CH2:14][C:13]2[C:8](=[CH:9][CH:10]=[CH:11][CH:12]=2)[CH2:7]1)=[O:5])C.[OH-].[K+].O.